Dataset: Full USPTO retrosynthesis dataset with 1.9M reactions from patents (1976-2016). Task: Predict the reactants needed to synthesize the given product. (1) Given the product [Br:23][C:21]1[CH:20]=[CH:19][C:18]([O:24][CH2:25][C:26]2[CH:30]=[C:29]([CH3:31])[O:28][N:27]=2)=[C:17]([C:12]2[N:11]([C:7]3[CH:6]=[C:5]([CH:10]=[CH:9][CH:8]=3)[C:4]([OH:32])=[O:3])[C:15]([CH3:16])=[CH:14][CH:13]=2)[CH:22]=1, predict the reactants needed to synthesize it. The reactants are: C([O:3][C:4](=[O:32])[C:5]1[CH:10]=[CH:9][CH:8]=[C:7]([N:11]2[C:15]([CH3:16])=[CH:14][CH:13]=[C:12]2[C:17]2[CH:22]=[C:21]([Br:23])[CH:20]=[CH:19][C:18]=2[O:24][CH2:25][C:26]2[CH:30]=[C:29]([CH3:31])[O:28][N:27]=2)[CH:6]=1)C. (2) Given the product [CH:23]1([C:21]#[C:22][C:2]2[CH:3]=[N:4][C:5]([N:8]3[CH2:13][CH2:12][N:11]([C:14]([O:16][C:17]([CH3:20])([CH3:19])[CH3:18])=[O:15])[CH2:10][CH2:9]3)=[N:6][CH:7]=2)[CH2:25][CH2:24]1, predict the reactants needed to synthesize it. The reactants are: Br[C:2]1[CH:3]=[N:4][C:5]([N:8]2[CH2:13][CH2:12][N:11]([C:14]([O:16][C:17]([CH3:20])([CH3:19])[CH3:18])=[O:15])[CH2:10][CH2:9]2)=[N:6][CH:7]=1.[C:21]([CH:23]1[CH2:25][CH2:24]1)#[CH:22]. (3) The reactants are: [Cl:1][C:2]1[CH:7]=[CH:6][CH:5]=[CH:4][C:3]=1[CH:8](O)[C:9]([NH:11][C:12]1[CH:17]=[CH:16][C:15]([O:18][CH3:19])=[CH:14][CH:13]=1)=[O:10].P(=O)(O)(O)O.O=P12OP3(OP(OP(O3)(O1)=O)(=O)O2)=O.C(=O)([O-])O.[Na+]. Given the product [CH3:19][O:18][C:15]1[CH:14]=[C:13]2[C:12](=[CH:17][CH:16]=1)[NH:11][C:9](=[O:10])[CH:8]2[C:3]1[CH:4]=[CH:5][CH:6]=[CH:7][C:2]=1[Cl:1], predict the reactants needed to synthesize it. (4) Given the product [Br:16][C:7]1[CH:6]=[C:5]([CH3:15])[C:4]([O:3][CH2:1][CH3:2])=[CH:14][C:8]=1[C:9]([O:11][CH2:12][CH3:13])=[O:10].[Br:16][C:7]1[CH:6]=[C:5]([CH3:15])[C:4]([O:3][CH2:1][CH3:2])=[CH:14][C:8]=1[C:9]([O-:11])=[O:10], predict the reactants needed to synthesize it. The reactants are: [CH2:1]([O:3][C:4]1[C:5]([CH3:15])=[CH:6][CH:7]=[C:8]([CH:14]=1)[C:9]([O:11][CH2:12][CH3:13])=[O:10])[CH3:2].[Br:16]Br. (5) The reactants are: [Br:1][C:2]1[CH:3]=[C:4]([CH:7]=[C:8]([F:10])[CH:9]=1)[CH:5]=O.[CH3:11][C:12]([S@@:15]([NH2:17])=[O:16])([CH3:14])[CH3:13]. Given the product [Br:1][C:2]1[CH:3]=[C:4]([CH:7]=[C:8]([F:10])[CH:9]=1)/[CH:5]=[N:17]/[S@:15]([C:12]([CH3:14])([CH3:13])[CH3:11])=[O:16], predict the reactants needed to synthesize it. (6) Given the product [ClH:41].[NH2:7][C:8]([CH2:16][CH2:17][C:18]1[CH:23]=[CH:22][C:21]([O:24][CH2:25][CH2:26][CH2:27][C:28]2[CH:33]=[CH:32][C:31]([S:34]([CH3:35])=[O:49])=[CH:30][CH:29]=2)=[C:20]([C:36]([F:39])([F:38])[F:37])[CH:19]=1)([CH2:13][OH:12])[CH2:9][OH:10], predict the reactants needed to synthesize it. The reactants are: C(OC(=O)[NH:7][C:8]1([CH2:16][CH2:17][C:18]2[CH:23]=[CH:22][C:21]([O:24][CH2:25][CH2:26][CH2:27][C:28]3[CH:33]=[CH:32][C:31]([S:34][CH3:35])=[CH:30][CH:29]=3)=[C:20]([C:36]([F:39])([F:38])[F:37])[CH:19]=2)[CH2:13][O:12]C(C)(C)[O:10][CH2:9]1)(C)(C)C.[Cl:41]C1C=CC=C(C(OO)=[O:49])C=1.C(=O)([O-])O.[Na+]. (7) Given the product [Cl:10][C:11]1[CH:16]=[CH:15][C:14]([C:17]2[NH:1][C:2]3[N:6]([N:5]=[CH:4][C:3]=3[CH2:7][C:8]#[N:9])[C:19](=[O:20])[CH:18]=2)=[CH:13][C:12]=1[O:25][CH3:26], predict the reactants needed to synthesize it. The reactants are: [NH2:1][C:2]1[NH:6][N:5]=[CH:4][C:3]=1[CH2:7][C:8]#[N:9].[Cl:10][C:11]1[CH:16]=[CH:15][C:14]([C:17](=O)[CH2:18][C:19](OCC)=[O:20])=[CH:13][C:12]=1[O:25][CH3:26]. (8) Given the product [C:3]([O:7][C:8]([C:10]1[CH:11]=[C:12]2[C:16](=[CH:17][CH:18]=1)[N:15]([CH2:35][CH:33]([OH:34])[CH2:32][O:31][C:30]1[CH:36]=[CH:37][C:27]([CH2:19][CH2:20][CH2:21][CH2:22][CH2:23][CH2:24][CH2:25][CH3:26])=[CH:28][CH:29]=1)[CH:14]=[CH:13]2)=[O:9])([CH3:6])([CH3:4])[CH3:5], predict the reactants needed to synthesize it. The reactants are: [H-].[Na+].[C:3]([O:7][C:8]([C:10]1[CH:11]=[C:12]2[C:16](=[CH:17][CH:18]=1)[NH:15][CH:14]=[CH:13]2)=[O:9])([CH3:6])([CH3:5])[CH3:4].[CH2:19]([C:27]1[CH:37]=[CH:36][C:30]([O:31][CH2:32][CH:33]2[CH2:35][O:34]2)=[CH:29][CH:28]=1)[CH2:20][CH2:21][CH2:22][CH2:23][CH2:24][CH2:25][CH3:26].[Na+].[Cl-]. (9) Given the product [CH2:1]([O:8][C:9](=[O:28])[NH:10][C@@H:11]([CH3:27])[CH2:12][N:13]1[C:21]2[C:16](=[CH:17][CH:18]=[C:19]3[O:23][CH2:24][CH2:25][O:26][C:20]3=2)[CH:15]=[N:14]1)[C:2]1[CH:7]=[CH:6][CH:5]=[CH:4][CH:3]=1, predict the reactants needed to synthesize it. The reactants are: [CH2:1]([O:8][C:9](=[O:28])[NH:10][C@@H:11]([CH3:27])[CH2:12][N:13]1[C:21]2[C:16](=[CH:17][CH:18]=[C:19]([O:23][CH2:24][CH2:25][OH:26])[C:20]=2Br)[CH:15]=[N:14]1)[C:2]1[CH:7]=[CH:6][CH:5]=[CH:4][CH:3]=1.[H-].[Na+].C(=O)(O)[O-].[Na+]. (10) Given the product [CH3:8][O:9][C:10]1[C:15]([O:16][CH3:17])=[C:14]([O:18][CH3:19])[CH:13]=[C:12]([CH3:20])[C:11]=1[CH:21]([C:23]1[C:24]([Cl:35])=[CH:25][N:26]=[C:27]([Cl:33])[C:28]=1[C:29]([F:30])([F:32])[F:31])[OH:22], predict the reactants needed to synthesize it. The reactants are: C(N(CC)CC)C.[CH3:8][O:9][C:10]1[C:15]([O:16][CH3:17])=[C:14]([O:18][CH3:19])[CH:13]=[C:12]([CH3:20])[C:11]=1[CH:21]([C:23]1[C:28]([C:29]([F:32])([F:31])[F:30])=[C:27]([Cl:33])[N:26]=[C:25](Cl)[C:24]=1[Cl:35])[OH:22].